From a dataset of Reaction yield outcomes from USPTO patents with 853,638 reactions. Predict the reaction yield, written as a fraction of the theoretical maximum amount of product (1.0 means a 100% yield; for example, 0.34 means a 34% yield). (1) The reactants are NC1C(N[C@@H:17]2[CH2:22][CH2:21][C@H:20]([C:23]([NH2:25])=[O:24])[CH2:19][CH2:18]2)=NC(N[C@H]2CCOC[C@H]2F)=NC=1.ClC1C=C(Cl)C=C(Cl)C=1N=C=S.CC(C)N=C=NC(C)C. The catalyst is CN(C=O)C. The product is [CH:20]1([C:23]([NH2:25])=[O:24])[CH2:21][CH2:22][CH2:17][CH2:18][CH2:19]1. The yield is 0.210. (2) The reactants are [Si:1](Cl)([C:4]([CH3:7])([CH3:6])[CH3:5])([CH3:3])[CH3:2].[NH:9]1[C:17]2[C:12](=[CH:13][CH:14]=[CH:15][C:16]=2[CH:18]([OH:20])[CH3:19])[CH:11]=[CH:10]1.N1C=CN=C1. The catalyst is O1CCCC1. The product is [Si:1]([O:20][CH:18]([C:16]1[CH:15]=[CH:14][CH:13]=[C:12]2[C:17]=1[NH:9][CH:10]=[CH:11]2)[CH3:19])([C:4]([CH3:7])([CH3:6])[CH3:5])([CH3:3])[CH3:2]. The yield is 0.870. (3) The reactants are C([C:3](=P(C1C=CC=CC=1)(C1C=CC=CC=1)C1C=CC=CC=1)[C:4]([C@@H:6]([NH:11][C:12](=[O:27])[O:13][CH2:14][C:15]1([CH2:19][C:20]2[CH:25]=[CH:24][C:23]([F:26])=[CH:22][CH:21]=2)[CH2:18][CH2:17][CH2:16]1)[CH2:7][CH2:8][CH2:9][CH3:10])=[O:5])#N.[O:47]=[O+][O-].[NH2:50][C:51]1[CH:55]=[CH:54][NH:53][N:52]=1. The catalyst is ClCCl. The product is [O:47]=[C:3]([NH:50][C:51]1[NH:52][N:53]=[CH:54][CH:55]=1)[C:4]([C@@H:6]([NH:11][C:12](=[O:27])[O:13][CH2:14][C:15]1([CH2:19][C:20]2[CH:21]=[CH:22][C:23]([F:26])=[CH:24][CH:25]=2)[CH2:18][CH2:17][CH2:16]1)[CH2:7][CH2:8][CH2:9][CH3:10])=[O:5]. The yield is 0.210. (4) The reactants are [NH2:1][C:2]1[CH:7]=[C:6]([Cl:8])[CH:5]=[CH:4][C:3]=1[SH:9].Br[CH2:11][C:12]1[CH:17]=[CH:16][CH:15]=[CH:14][CH:13]=1.C([O-])([O-])=O.[K+].[K+]. The catalyst is CN(C=O)C. The product is [CH2:11]([S:9][C:3]1[CH:4]=[CH:5][C:6]([Cl:8])=[CH:7][C:2]=1[NH2:1])[C:12]1[CH:17]=[CH:16][CH:15]=[CH:14][CH:13]=1. The yield is 0.330. (5) The reactants are [Cl:1][C:2]1[CH:7]=[CH:6][C:5]([CH:8]([C:10]2[CH:11]=[N:12][CH:13]=[CH:14][C:15]=2[Cl:16])[OH:9])=[CH:4][CH:3]=1.C([O-])(O)=O.[Na+]. The catalyst is CC(C)=O.[O-2].[Cr+6].[O-2].[O-2]. The product is [Cl:1][C:2]1[CH:3]=[CH:4][C:5]([C:8]([C:10]2[CH:11]=[N:12][CH:13]=[CH:14][C:15]=2[Cl:16])=[O:9])=[CH:6][CH:7]=1. The yield is 0.650. (6) The catalyst is CN(C)C1C=CN=CC=1.ClCCl. The product is [Br:1][C:2]1[CH:11]=[CH:10][C:5]2[C:6]([NH:9][C:12](=[O:13])[O:14][C:15]([CH3:18])([CH3:17])[CH3:16])=[N:7][O:8][C:4]=2[CH:3]=1. The yield is 0.680. The reactants are [Br:1][C:2]1[CH:11]=[CH:10][C:5]2[C:6]([NH2:9])=[N:7][O:8][C:4]=2[CH:3]=1.[C:12](O[C:12]([O:14][C:15]([CH3:18])([CH3:17])[CH3:16])=[O:13])([O:14][C:15]([CH3:18])([CH3:17])[CH3:16])=[O:13].C(N(CC)CC)C.O. (7) The reactants are [F:1][C:2]1[CH:7]=[CH:6][C:5](B(O)O)=[CH:4][CH:3]=1.[F:11][C:12]1[CH:13]=[C:14]([CH:23]([CH3:37])[C:24]([NH:26][CH2:27][C:28]2[NH:32][N:31]=[C:30]([C:33]([F:36])([F:35])[F:34])[CH:29]=2)=[O:25])[CH:15]=[CH:16][C:17]=1[CH2:18][S:19]([CH3:22])(=[O:21])=[O:20].N1C=CC=CC=1. The catalyst is C([O-])(=O)C.[Cu+2].C([O-])(=O)C.C(Cl)Cl. The product is [F:11][C:12]1[CH:13]=[C:14]([CH:23]([CH3:37])[C:24]([NH:26][CH2:27][C:28]2[N:32]([C:5]3[CH:6]=[CH:7][C:2]([F:1])=[CH:3][CH:4]=3)[N:31]=[C:30]([C:33]([F:36])([F:34])[F:35])[CH:29]=2)=[O:25])[CH:15]=[CH:16][C:17]=1[CH2:18][S:19]([CH3:22])(=[O:21])=[O:20]. The yield is 0.750. (8) The reactants are [CH3:1][CH2:2][CH2:3][CH2:4][CH2:5][NH2:6].C(=O)([O-])[O-].[K+].[K+].[N+:13]([C:16]1[CH:21]=[CH:20][CH:19]=[CH:18][C:17]=1[C:22]1[CH:27]=[CH:26][C:25]([CH2:28]Br)=[CH:24][CH:23]=1)([O-:15])=[O:14].C(OCC)(=O)C. The catalyst is CN(C)C=O. The product is [N+:13]([C:16]1[CH:21]=[CH:20][CH:19]=[CH:18][C:17]=1[C:22]1[CH:27]=[CH:26][C:25]([CH2:28][NH:6][CH2:5][CH2:4][CH2:3][CH2:2][CH3:1])=[CH:24][CH:23]=1)([O-:15])=[O:14]. The yield is 0.770. (9) The reactants are [NH2:1][C:2]1[N:6]([C:7]2[CH:16]=[CH:15][C:10]3[NH:11][C:12]([CH3:14])=[N:13][C:9]=3[CH:8]=2)[N:5]=[CH:4][C:3]=1[C:17]([C:19]1[N:20]([S:29]([C:32]2[CH:37]=[CH:36][C:35]([CH3:38])=[CH:34][CH:33]=2)(=[O:31])=[O:30])[C:21]2[C:26]([CH:27]=1)=[CH:25][CH:24]=[C:23](I)[CH:22]=2)=[O:18].[CH3:39][S:40]([NH2:43])(=[O:42])=[O:41].N(CC(O)=O)C.P([O-])([O-])([O-])=O.[K+].[K+].[K+].[Cl-].[NH4+]. The catalyst is CN1CCCC1=O.[Cu]I. The product is [NH2:1][C:2]1[N:6]([C:7]2[CH:16]=[CH:15][C:10]3[NH:11][C:12]([CH3:14])=[N:13][C:9]=3[CH:8]=2)[N:5]=[CH:4][C:3]=1[C:17]([C:19]1[N:20]([S:29]([C:32]2[CH:37]=[CH:36][C:35]([CH3:38])=[CH:34][CH:33]=2)(=[O:31])=[O:30])[C:21]2[C:26]([CH:27]=1)=[CH:25][CH:24]=[C:23]([NH:43][S:40]([CH3:39])(=[O:42])=[O:41])[CH:22]=2)=[O:18]. The yield is 0.240. (10) The reactants are [Br:1][C:2]1[CH:7]=[C:6]([CH3:8])[C:5]([NH2:9])=[C:4]([I:10])[CH:3]=1.[N:11]([O-])=O.[Na+]. The catalyst is C(O)(=O)C.O. The product is [Br:1][C:2]1[CH:7]=[C:6]2[C:5](=[C:4]([I:10])[CH:3]=1)[NH:9][N:11]=[CH:8]2. The yield is 0.950.